Task: Regression/Classification. Given a drug SMILES string, predict its toxicity properties. Task type varies by dataset: regression for continuous values (e.g., LD50, hERG inhibition percentage) or binary classification for toxic/non-toxic outcomes (e.g., AMES mutagenicity, cardiotoxicity, hepatotoxicity). Dataset: herg_karim.. Dataset: hERG potassium channel inhibition data for cardiac toxicity prediction from Karim et al. (1) The compound is CC(C)NCCN1CCCc2cc(NC(=N)c3cccs3)ccc21. The result is 0 (non-blocker). (2) The compound is O=C(Nc1ccc(C[C@@H]2CC[C@H]([C@H](O)c3ccccc3)N2)cc1)[C@@H]1CCc2cccc(=O)n21. The result is 0 (non-blocker).